This data is from Forward reaction prediction with 1.9M reactions from USPTO patents (1976-2016). The task is: Predict the product of the given reaction. (1) Given the reactants [Br:1][CH:2]([CH2:12][O:13][CH3:14])[C:3]([NH:5][C:6]([CH3:11])([CH3:10])[C:7]#[C:8][CH3:9])=[O:4].Cl.NC(C)(C)C#C[CH2:20][O:21]C, predict the reaction product. The product is: [Br:1][CH:2]([CH2:12][O:13][CH3:14])[C:3]([NH:5][C:6]([CH3:10])([CH3:11])[C:7]#[C:8][CH2:9][O:21][CH3:20])=[O:4]. (2) Given the reactants Cl[CH2:2][C:3]1[N:7]([CH2:8][C:9]2[CH:14]=[CH:13][CH:12]=[CH:11][CH:10]=2)[N:6]=[C:5]([C:15]2[CH:20]=[CH:19][C:18]([C:21]([F:24])([F:23])[F:22])=[CH:17][CH:16]=2)[CH:4]=1.C([O:32][C:33]1[CH:38]=[CH:37][C:36]([C:39](=[O:46])[CH2:40]C(OCC)=O)=[CH:35][C:34]=1[CH3:47])C1C=CC=CC=1, predict the reaction product. The product is: [CH2:8]([N:7]1[C:3]([CH2:2][CH2:40][C:39]([C:36]2[CH:37]=[CH:38][C:33]([OH:32])=[C:34]([CH3:47])[CH:35]=2)=[O:46])=[CH:4][C:5]([C:15]2[CH:20]=[CH:19][C:18]([C:21]([F:22])([F:23])[F:24])=[CH:17][CH:16]=2)=[N:6]1)[C:9]1[CH:10]=[CH:11][CH:12]=[CH:13][CH:14]=1. (3) The product is: [C:1]([C:4]1[C:12]2[C:7](=[CH:8][CH:9]=[C:10]([C:13]([OH:15])=[O:14])[CH:11]=2)[N:6]([CH2:17][C:18]([N:20]2[CH2:24][C@H:23]([F:25])[CH2:22][C@H:21]2[C:26](=[O:37])[NH:27][CH2:28][C:29]2[CH:34]=[CH:33][CH:32]=[C:31]([Cl:35])[C:30]=2[F:36])=[O:19])[CH:5]=1)(=[O:3])[CH3:2]. Given the reactants [C:1]([C:4]1[C:12]2[C:7](=[CH:8][CH:9]=[C:10]([C:13]([O:15]C)=[O:14])[CH:11]=2)[N:6]([CH2:17][C:18]([N:20]2[CH2:24][C@H:23]([F:25])[CH2:22][C@H:21]2[C:26](=[O:37])[NH:27][CH2:28][C:29]2[CH:34]=[CH:33][CH:32]=[C:31]([Cl:35])[C:30]=2[F:36])=[O:19])[CH:5]=1)(=[O:3])[CH3:2].CO.[Li+].[OH-], predict the reaction product. (4) Given the reactants [CH2:1]1[C:13]2[NH:12][C:11]3[C:6](=[CH:7][CH:8]=[CH:9][CH:10]=3)[C:5]=2[CH2:4][CH2:3][N:2]1[C:14]1[N:19]=[CH:18][C:17]([C:20](O)=[O:21])=[CH:16][N:15]=1.CCN=C=NCCCN(C)C.[NH2:34][O:35][CH:36]1[CH2:41][CH2:40][CH2:39][CH2:38][O:37]1, predict the reaction product. The product is: [O:37]1[CH2:38][CH2:39][CH2:40][CH2:41][CH:36]1[O:35][NH:34][C:20]([C:17]1[CH:16]=[N:15][C:14]([N:2]2[CH2:3][CH2:4][C:5]3[C:6]4[C:11](=[CH:10][CH:9]=[CH:8][CH:7]=4)[NH:12][C:13]=3[CH2:1]2)=[N:19][CH:18]=1)=[O:21].